Dataset: Forward reaction prediction with 1.9M reactions from USPTO patents (1976-2016). Task: Predict the product of the given reaction. Given the reactants O[CH2:2][C:3]1[C:4]2[O:12][CH:11]=[CH:10][C:5]=2[C:6](=[O:9])O[CH:8]=1.[C:13]([O-:16])(=[O:15])C.[NH4+:17].[C:18](O)(=O)C, predict the reaction product. The product is: [O:9]=[C:6]1[C:5]2[CH:10]=[CH:11][O:12][C:4]=2[C:3]([CH2:2][C:13]([O:16][CH3:18])=[O:15])=[CH:8][NH:17]1.